Dataset: Peptide-MHC class I binding affinity with 185,985 pairs from IEDB/IMGT. Task: Regression. Given a peptide amino acid sequence and an MHC pseudo amino acid sequence, predict their binding affinity value. This is MHC class I binding data. The peptide sequence is RSLYNTVATLY. The MHC is HLA-A69:01 with pseudo-sequence HLA-A69:01. The binding affinity (normalized) is 0.102.